This data is from Full USPTO retrosynthesis dataset with 1.9M reactions from patents (1976-2016). The task is: Predict the reactants needed to synthesize the given product. (1) Given the product [CH3:28][C:26]1[C:25]([O:29][CH2:2][C:3]2[CH:7]=[C:6]([C:8]3[CH:13]=[CH:12][C:11]([Cl:14])=[CH:10][CH:9]=3)[O:5][N:4]=2)=[CH:24][C:21]2[S:22][CH:23]=[C:19]([CH2:18][C:17]([OH:30])=[O:16])[C:20]=2[CH:27]=1, predict the reactants needed to synthesize it. The reactants are: Cl[CH2:2][C:3]1[CH:7]=[C:6]([C:8]2[CH:13]=[CH:12][C:11]([Cl:14])=[CH:10][CH:9]=2)[O:5][N:4]=1.C[O:16][C:17](=[O:30])[CH2:18][C:19]1[C:20]2[CH:27]=[C:26]([CH3:28])[C:25]([OH:29])=[CH:24][C:21]=2[S:22][CH:23]=1.COC(=O)CC1C2C=CC=C(OCC3C=C(C4C=CC(Cl)=CC=4)ON=3)C=2SC=1. (2) Given the product [Cl:1][C:2]1[N:7]=[C:6]([NH:19][C:20]2[CH:21]=[C:22]([CH:27]=[CH:28][CH:29]=2)[C:23]([NH:25][CH3:26])=[O:24])[C:5]([F:9])=[CH:4][N:3]=1, predict the reactants needed to synthesize it. The reactants are: [Cl:1][C:2]1[N:7]=[C:6](Cl)[C:5]([F:9])=[CH:4][N:3]=1.CCN(C(C)C)C(C)C.[NH2:19][C:20]1[CH:21]=[C:22]([CH:27]=[CH:28][CH:29]=1)[C:23]([NH:25][CH3:26])=[O:24]. (3) Given the product [N:51]1([C:50]([NH:1][C:2]2[CH:19]=[CH:18][C:5]3[CH2:6][CH2:7][N:8]([C:11]([O:13][C:14]([CH3:16])([CH3:15])[CH3:17])=[O:12])[CH2:9][CH2:10][C:4]=3[CH:3]=2)=[O:52])[CH2:59][CH2:58][O:57][CH2:56][CH2:55]1, predict the reactants needed to synthesize it. The reactants are: [NH2:1][C:2]1[CH:19]=[CH:18][C:5]2[CH2:6][CH2:7][N:8]([C:11]([O:13][C:14]([CH3:17])([CH3:16])[CH3:15])=[O:12])[CH2:9][CH2:10][C:4]=2[CH:3]=1.CCN(CC1C=CC=CC=1)CC.C=CC1C=CC=CC=1.C=CC1C=CC(C=C)=CC=1.[C:50](Cl)(=[O:52])[NH2:51].N1[CH2:59][CH2:58][O:57][CH2:56][CH2:55]1. (4) Given the product [C:13]1([C:2]2[CH:3]=[C:4]3[C:9](=[CH:10][CH:11]=2)[CH:8]=[C:7]([OH:12])[CH:6]=[CH:5]3)[CH:18]=[CH:17][CH:16]=[CH:15][CH:14]=1, predict the reactants needed to synthesize it. The reactants are: Br[C:2]1[CH:3]=[C:4]2[C:9](=[CH:10][CH:11]=1)[CH:8]=[C:7]([OH:12])[CH:6]=[CH:5]2.[C:13]1(OB(O)O)[CH:18]=[CH:17][CH:16]=[CH:15][CH:14]=1.C(=O)([O-])[O-].[Na+].[Na+].Cl. (5) Given the product [CH3:35][O:36][N:37]1[CH2:42][CH2:41][C:40](=[CH:2][O:3][CH3:4])[CH2:39][CH2:38]1, predict the reactants needed to synthesize it. The reactants are: [Cl-].[CH3:2][O:3][CH2:4][P+](C1C=CC=CC=1)(C1C=CC=CC=1)C1C=CC=CC=1.[Li]CCCC.CCCCCC.[CH3:35][O:36][N:37]1[CH2:42][CH2:41][C:40](=O)[CH2:39][CH2:38]1.